This data is from Full USPTO retrosynthesis dataset with 1.9M reactions from patents (1976-2016). The task is: Predict the reactants needed to synthesize the given product. Given the product [C:13]([O:17][C:18](=[O:19])[NH:20][C@H:21]([C:25]([N:10]1[CH2:12][CH2:45][CH:44]([O:43][C:42]2[CH:41]=[CH:35][C:34]([Cl:1])=[CH:33][N:32]=2)[CH2:8][CH2:9]1)=[O:27])[CH:22]([CH3:23])[CH3:24])([CH3:14])([CH3:15])[CH3:16], predict the reactants needed to synthesize it. The reactants are: [ClH:1].C(N=C=NC[CH2:8][CH2:9][N:10]([CH3:12])C)C.[C:13]([O:17][C:18]([NH:20][C@H:21]([C:25]([OH:27])=O)[CH:22]([CH3:24])[CH3:23])=[O:19])([CH3:16])([CH3:15])[CH3:14].O.ON1[C:34]2[CH:35]=CC=C[C:33]=2[N:32]=N1.CN1[CH2:45][CH2:44][O:43][CH2:42][CH2:41]1.